From a dataset of NCI-60 drug combinations with 297,098 pairs across 59 cell lines. Regression. Given two drug SMILES strings and cell line genomic features, predict the synergy score measuring deviation from expected non-interaction effect. (1) Synergy scores: CSS=13.2, Synergy_ZIP=-4.76, Synergy_Bliss=0.829, Synergy_Loewe=-20.1, Synergy_HSA=1.74. Cell line: PC-3. Drug 2: CC1=C(C(=CC=C1)Cl)NC(=O)C2=CN=C(S2)NC3=CC(=NC(=N3)C)N4CCN(CC4)CCO. Drug 1: C1CC(C1)(C(=O)O)C(=O)O.[NH2-].[NH2-].[Pt+2]. (2) Drug 1: C1C(C(OC1N2C=C(C(=O)NC2=O)F)CO)O. Drug 2: CC12CCC3C(C1CCC2O)C(CC4=C3C=CC(=C4)O)CCCCCCCCCS(=O)CCCC(C(F)(F)F)(F)F. Cell line: MDA-MB-435. Synergy scores: CSS=-1.21, Synergy_ZIP=1.78, Synergy_Bliss=4.27, Synergy_Loewe=1.77, Synergy_HSA=0.262. (3) Drug 1: CC1=C(C=C(C=C1)NC2=NC=CC(=N2)N(C)C3=CC4=NN(C(=C4C=C3)C)C)S(=O)(=O)N.Cl. Drug 2: C1=CN(C=N1)CC(O)(P(=O)(O)O)P(=O)(O)O. Cell line: MALME-3M. Synergy scores: CSS=7.87, Synergy_ZIP=-1.03, Synergy_Bliss=2.69, Synergy_Loewe=3.25, Synergy_HSA=3.32. (4) Drug 1: CN(C)C1=NC(=NC(=N1)N(C)C)N(C)C. Drug 2: CC(C)NC(=O)C1=CC=C(C=C1)CNNC.Cl. Cell line: DU-145. Synergy scores: CSS=-6.81, Synergy_ZIP=2.38, Synergy_Bliss=-0.372, Synergy_Loewe=-3.67, Synergy_HSA=-4.50.